This data is from Catalyst prediction with 721,799 reactions and 888 catalyst types from USPTO. The task is: Predict which catalyst facilitates the given reaction. (1) Reactant: [F:1][C:2]1[CH:3]=[C:4]([CH:8]([N:13]2[CH2:18][CH2:17][CH2:16][CH2:15][CH2:14]2)[C:9]([O:11]C)=[O:10])[CH:5]=[CH:6][CH:7]=1.[ClH:19]. Product: [ClH:19].[F:1][C:2]1[CH:3]=[C:4]([CH:8]([N:13]2[CH2:18][CH2:17][CH2:16][CH2:15][CH2:14]2)[C:9]([OH:11])=[O:10])[CH:5]=[CH:6][CH:7]=1. The catalyst class is: 12. (2) Reactant: [CH2:1]([O:8][CH2:9][C@@H:10]([C:31](OC)=[O:32])[NH:11][C:12]([C:25]1[CH:30]=[CH:29][CH:28]=[CH:27][CH:26]=1)([C:19]1[CH:24]=[CH:23][CH:22]=[CH:21][CH:20]=1)[C:13]1[CH:18]=[CH:17][CH:16]=[CH:15][CH:14]=1)[C:2]1[CH:7]=[CH:6][CH:5]=[CH:4][CH:3]=1.[H-].[Al+3].[Li+].[H-].[H-].[H-].O.[OH-].[Na+]. Product: [CH2:1]([O:8][CH2:9][C@H:10]([NH:11][C:12]([C:25]1[CH:30]=[CH:29][CH:28]=[CH:27][CH:26]=1)([C:19]1[CH:20]=[CH:21][CH:22]=[CH:23][CH:24]=1)[C:13]1[CH:14]=[CH:15][CH:16]=[CH:17][CH:18]=1)[CH2:31][OH:32])[C:2]1[CH:3]=[CH:4][CH:5]=[CH:6][CH:7]=1. The catalyst class is: 28. (3) Reactant: C1COCC1.[OH-].[Na+].[C:8]12([C:18]3[CH:19]=[C:20]([CH:28]=[CH:29][CH:30]=3)[O:21][CH2:22][C:23]([O:25]CC)=[O:24])[CH2:17][CH:12]3[CH2:13][CH:14]([CH2:16][CH:10]([CH2:11]3)[CH2:9]1)[CH2:15]2.Cl. Product: [C:8]12([C:18]3[CH:19]=[C:20]([CH:28]=[CH:29][CH:30]=3)[O:21][CH2:22][C:23]([OH:25])=[O:24])[CH2:15][CH:14]3[CH2:16][CH:10]([CH2:11][CH:12]([CH2:13]3)[CH2:17]1)[CH2:9]2. The catalyst class is: 6.